This data is from Reaction yield outcomes from USPTO patents with 853,638 reactions. The task is: Predict the reaction yield, written as a fraction of the theoretical maximum amount of product (1.0 means a 100% yield; for example, 0.34 means a 34% yield). (1) The catalyst is CN(C=O)C.O.CCOC(C)=O.C1C=CC([P]([Pd]([P](C2C=CC=CC=2)(C2C=CC=CC=2)C2C=CC=CC=2)([P](C2C=CC=CC=2)(C2C=CC=CC=2)C2C=CC=CC=2)[P](C2C=CC=CC=2)(C2C=CC=CC=2)C2C=CC=CC=2)(C2C=CC=CC=2)C2C=CC=CC=2)=CC=1. The product is [CH3:16][C:10]1[CH:11]=[C:12]([NH2:15])[CH:13]=[CH:14][C:9]=1[O:8][C:6]1[CH:5]=[CH:4][N:3]=[C:2]([C:20]2[CH:21]=[N:17][N:18]([CH3:22])[CH:19]=2)[CH:7]=1. The yield is 0.880. The reactants are Cl[C:2]1[CH:7]=[C:6]([O:8][C:9]2[CH:14]=[CH:13][C:12]([NH2:15])=[CH:11][C:10]=2[CH3:16])[CH:5]=[CH:4][N:3]=1.[N:17]1[N:18]=[CH:19][CH2:20][CH:21]=1.[C:22]([O-])([O-])=O.[Cs+].[Cs+]. (2) The reactants are [CH2:1]([N:3]([CH2:45][CH3:46])[C:4]1[CH:9]=[CH:8][C:7]([NH:10][C:11](=[O:25])[C:12]2[CH:24]=[CH:23][CH:22]=[C:14]([C:15]([N:17]([CH3:21])[CH2:18][CH:19]=O)=[O:16])[CH:13]=2)=[C:6]([C:26]2[CH:31]=[C:30]([C:32](=[O:44])[NH:33][C@@H:34]3[C:43]4[C:38](=[CH:39][CH:40]=[CH:41][CH:42]=4)[CH2:37][CH2:36][CH2:35]3)[CH:29]=[CH:28][N:27]=2)[CH:5]=1)[CH3:2].[N:47]1([C:54]([O:56][C:57]([CH3:60])([CH3:59])[CH3:58])=[O:55])[CH2:53][CH2:52][CH2:51][NH:50][CH2:49][CH2:48]1.CC(O)=O.C([BH3-])#N.[Na+]. The catalyst is C(O)C.C(OCC)(=O)C. The product is [CH2:45]([N:3]([CH2:1][CH3:2])[C:4]1[CH:9]=[CH:8][C:7]([NH:10][C:11]([C:12]2[CH:13]=[C:14]([CH:22]=[CH:23][CH:24]=2)[C:15]([N:17]([CH2:18][CH2:19][N:50]2[CH2:51][CH2:52][CH2:53][N:47]([C:54]([O:56][C:57]([CH3:60])([CH3:59])[CH3:58])=[O:55])[CH2:48][CH2:49]2)[CH3:21])=[O:16])=[O:25])=[C:6]([C:26]2[CH:31]=[C:30]([C:32](=[O:44])[NH:33][C@@H:34]3[C:43]4[C:38](=[CH:39][CH:40]=[CH:41][CH:42]=4)[CH2:37][CH2:36][CH2:35]3)[CH:29]=[CH:28][N:27]=2)[CH:5]=1)[CH3:46]. The yield is 0.540. (3) The reactants are Br[C:2]1[CH:7]=[C:6]([S:8]([CH2:11][CH3:12])(=[O:10])=[O:9])[CH:5]=[CH:4][C:3]=1[O:13][CH2:14][CH2:15][CH3:16].[CH3:17][C:18]1([CH3:34])[C:22]([CH3:24])([CH3:23])[O:21][B:20]([B:20]2[O:21][C:22]([CH3:24])([CH3:23])[C:18]([CH3:34])([CH3:17])[O:19]2)[O:19]1.CC([O-])=O.[K+].CC(C1C=C(C(C)C)C(C2C=CC=CC=2P(C2CCCCC2)C2CCCCC2)=C(C(C)C)C=1)C. The catalyst is O1CCOCC1.C1C=CC(/C=C/C(/C=C/C2C=CC=CC=2)=O)=CC=1.C1C=CC(/C=C/C(/C=C/C2C=CC=CC=2)=O)=CC=1.C1C=CC(/C=C/C(/C=C/C2C=CC=CC=2)=O)=CC=1.[Pd].[Pd].CC(=O)OCC.C(Cl)Cl. The product is [CH2:11]([S:8]([C:6]1[CH:5]=[CH:4][C:3]([O:13][CH2:14][CH2:15][CH3:16])=[C:2]([B:20]2[O:21][C:22]([CH3:24])([CH3:23])[C:18]([CH3:34])([CH3:17])[O:19]2)[CH:7]=1)(=[O:10])=[O:9])[CH3:12]. The yield is 0.577. (4) No catalyst specified. The product is [CH2:1]([O:3][C:4]([C:6]1[C:14]2=[C:13]3[C:12](=[CH:11][CH:10]=[C:9]2[N:8]([CH3:20])[C:7]=1[CH2:21][CH2:22][CH3:23])[O:19][CH:17]1[N:16]([CH2:18][CH2:29][C:28]2[CH:27]=[C:26]([O:25][CH3:24])[CH:35]=[CH:34][C:33]=21)[CH2:15]3)=[O:5])[CH3:2]. The yield is 0.0800. The reactants are [CH2:1]([O:3][C:4]([C:6]1[C:14]2[C:9](=[CH:10][CH:11]=[C:12]([OH:19])[C:13]=2[CH2:15][N:16]([CH3:18])[CH3:17])[N:8]([CH3:20])[C:7]=1[CH2:21][CH2:22][CH3:23])=[O:5])[CH3:2].[CH3:24][O:25][C:26]1[CH:27]=[C:28]2[C:33](=[CH:34][CH:35]=1)C=NC[CH2:29]2. (5) The reactants are [C:1]([C:5]1[NH:6][C:7]2[C:12]([CH:13]=1)=[CH:11][CH:10]=[C:9]([N+:14]([O-])=O)[CH:8]=2)([CH3:4])([CH3:3])[CH3:2].[H][H]. The catalyst is CO.[Ni]. The product is [C:1]([C:5]1[NH:6][C:7]2[C:12]([CH:13]=1)=[CH:11][CH:10]=[C:9]([NH2:14])[CH:8]=2)([CH3:4])([CH3:2])[CH3:3]. The yield is 0.890. (6) The reactants are [CH3:1][NH:2][CH2:3][CH2:4][NH2:5].[F:6][C:7]([F:14])([F:13])[C:8]([O:10]CC)=O.O. The catalyst is C(#N)C. The product is [F:14][C:7]([F:6])([F:13])[C:8]([NH:5][CH2:4][CH2:3][NH:2][CH3:1])=[O:10]. The yield is 0.850. (7) The reactants are [CH3:1][N:2]1[C:10](=[O:11])[C:9]2[NH:8][C:7]([O:12][C:13]3[CH:18]=[CH:17][CH:16]=[C:15]([C:19]([F:22])([F:21])[F:20])[CH:14]=3)=[N:6][C:5]=2[N:4]([CH3:23])[C:3]1=[O:24].CN1C(=O)C2NC(OC3C=CC=C(OC(F)(F)F)C=3)=NC=2N(C)C1=O.Br[CH2:51][C:52]1[CH:53]=[CH:54][C:55]([Cl:58])=[N:56][CH:57]=1.C(=O)([O-])[O-].[K+].[K+]. The catalyst is CN(C=O)C.C(OCC)(=O)C.O. The product is [Cl:58][C:55]1[N:56]=[CH:57][C:52]([CH2:51][N:8]2[C:9]3[C:10](=[O:11])[N:2]([CH3:1])[C:3](=[O:24])[N:4]([CH3:23])[C:5]=3[N:6]=[C:7]2[O:12][C:13]2[CH:18]=[CH:17][CH:16]=[C:15]([C:19]([F:22])([F:21])[F:20])[CH:14]=2)=[CH:53][CH:54]=1. The yield is 0.146. (8) The reactants are C[C:2]1[C:3]([C:7]([OH:9])=O)=[CH:4][S:5][CH:6]=1.B.C1C[O:14][CH2:13]C1.CO. The catalyst is C1COCC1. The product is [CH3:13][O:14][C:2]1[C:3]([CH2:7][OH:9])=[CH:4][S:5][CH:6]=1. The yield is 1.00. (9) The reactants are [C:1]([O:5][C:6](=[O:20])[C@@H:7]([N:9]1[C:17](=[O:18])[C:16]2[C:11](=[CH:12][CH:13]=[CH:14][CH:15]=2)[C:10]1=[O:19])[CH3:8])([CH3:4])([CH3:3])[CH3:2].[BH4-].[Na+]. The catalyst is C1COCC1.CO. The product is [C:1]([O:5][C:6](=[O:20])[C@@H:7]([N:9]1[C:10](=[O:19])[C:11]2[C:16](=[CH:15][CH:14]=[CH:13][CH:12]=2)[CH:17]1[OH:18])[CH3:8])([CH3:2])([CH3:3])[CH3:4]. The yield is 0.660.